From a dataset of Catalyst prediction with 721,799 reactions and 888 catalyst types from USPTO. Predict which catalyst facilitates the given reaction. (1) Reactant: [Cl:1][C:2]1[CH:7]=[CH:6][C:5]([C:8]2[N:9]=[C:10]([C:13]([OH:15])=O)[S:11][CH:12]=2)=[CH:4][CH:3]=1.C1N=CN(C(N2C=NC=C2)=O)C=1.[C:28]([NH:32][CH2:33][CH2:34][CH2:35][NH2:36])([CH3:31])([CH3:30])[CH3:29].C(Cl)(Cl)Cl. Product: [C:28]([NH:32][CH2:33][CH2:34][CH2:35][NH:36][C:13]([C:10]1[S:11][CH:12]=[C:8]([C:5]2[CH:4]=[CH:3][C:2]([Cl:1])=[CH:7][CH:6]=2)[N:9]=1)=[O:15])([CH3:31])([CH3:30])[CH3:29]. The catalyst class is: 1. (2) Product: [CH:7]([C:10]1[CH:15]=[CH:14][CH:13]=[C:12]([CH:16]([CH3:18])[CH3:17])[C:11]=1[NH:19][CH:20]([C:22]1[CH:27]=[CH:26][CH:25]=[C:24]([C:28]2[CH:33]=[CH:32][CH:31]=[CH:30][N:29]=2)[CH:23]=1)[CH3:21])([CH3:8])[CH3:9]. The catalyst class is: 1. Reactant: [H-].[H-].[H-].[H-].[Li+].[Al+3].[CH:7]([C:10]1[CH:15]=[CH:14][CH:13]=[C:12]([CH:16]([CH3:18])[CH3:17])[C:11]=1/[N:19]=[C:20](\[C:22]1[CH:27]=[CH:26][CH:25]=[C:24]([C:28]2[CH:33]=[CH:32][CH:31]=[CH:30][N:29]=2)[CH:23]=1)/[CH3:21])([CH3:9])[CH3:8].[O-]S([O-])(=O)=O.[Na+].[Na+]. (3) Reactant: C([NH:5][C:6]1[CH:11]=[C:10]([C:12]2[C:13]([C:20]3[C:21]([F:41])=[C:22]([N:26](COC)[S:27]([C:30]4[CH:35]=[C:34]([F:36])[CH:33]=[CH:32][C:31]=4[F:37])(=[O:29])=[O:28])[CH:23]=[CH:24][CH:25]=3)=[N:14][N:15]([CH2:17][CH2:18][F:19])[CH:16]=2)[CH:9]=[CH:8][N:7]=1)(C)(C)C. Product: [NH2:5][C:6]1[CH:11]=[C:10]([C:12]2[C:13]([C:20]3[C:21]([F:41])=[C:22]([NH:26][S:27]([C:30]4[CH:35]=[C:34]([F:36])[CH:33]=[CH:32][C:31]=4[F:37])(=[O:29])=[O:28])[CH:23]=[CH:24][CH:25]=3)=[N:14][N:15]([CH2:17][CH2:18][F:19])[CH:16]=2)[CH:9]=[CH:8][N:7]=1. The catalyst class is: 484. (4) Reactant: [CH3:1][O:2][C:3]1[CH:4]=[C:5]([C:11]2[C:19]3[C:14](=[CH:15][CH:16]=[C:17]([C:20]#[N:21])[CH:18]=3)[NH:13][N:12]=2)[CH:6]=[CH:7][C:8]=1[O:9][CH3:10].[OH-:22].[Na+].OO.Cl. Product: [CH3:1][O:2][C:3]1[CH:4]=[C:5]([C:11]2[C:19]3[C:14](=[CH:15][CH:16]=[C:17]([C:20]([NH2:21])=[O:22])[CH:18]=3)[NH:13][N:12]=2)[CH:6]=[CH:7][C:8]=1[O:9][CH3:10]. The catalyst class is: 40. (5) Reactant: [Br:1][C:2]1[CH:3]=[C:4]([NH2:9])[C:5]([NH2:8])=[CH:6][CH:7]=1.ClCCl.[C:13](O)(=O)[CH3:14]. Product: [Br:1][C:2]1[CH:7]=[CH:6][C:5]2[N:8]=[C:13]([CH3:14])[NH:9][C:4]=2[CH:3]=1. The catalyst class is: 5. (6) Reactant: C[O:2][C:3](=[O:36])[CH2:4][CH2:5][C:6]1[CH:11]=[C:10]([CH3:12])[C:9]([C:13]2[NH:17][C:16]3[CH:18]=[C:19]([C:22]4[O:23][C:24]([C:27]5[CH:32]=[CH:31][C:30]([O:33][CH3:34])=[CH:29][CH:28]=5)=[N:25][N:26]=4)[CH:20]=[CH:21][C:15]=3[N:14]=2)=[C:8]([CH3:35])[CH:7]=1.[OH-].[Na+].Cl. Product: [CH3:34][O:33][C:30]1[CH:31]=[CH:32][C:27]([C:24]2[O:23][C:22]([C:19]3[CH:20]=[CH:21][C:15]4[N:14]=[C:13]([C:9]5[C:8]([CH3:35])=[CH:7][C:6]([CH2:5][CH2:4][C:3]([OH:36])=[O:2])=[CH:11][C:10]=5[CH3:12])[NH:17][C:16]=4[CH:18]=3)=[N:26][N:25]=2)=[CH:28][CH:29]=1. The catalyst class is: 5.